From a dataset of Reaction yield outcomes from USPTO patents with 853,638 reactions. Predict the reaction yield, written as a fraction of the theoretical maximum amount of product (1.0 means a 100% yield; for example, 0.34 means a 34% yield). (1) The reactants are [H-].[Al+3].[Li+].[H-].[H-].[H-].[CH3:7][O:8][C:9]1[CH:31]=[C:30]([O:32][CH3:33])[CH:29]=[CH:28][C:10]=1[CH2:11][N:12]1[C:25](=O)[CH:24]([CH3:27])[N:15]2[CH2:16][C:17]3[CH:18]=[CH:19][CH:20]=[CH:21][C:22]=3[CH2:23][C@@H:14]2[CH2:13]1. The catalyst is C1COCC1. The product is [CH3:7][O:8][C:9]1[CH:31]=[C:30]([O:32][CH3:33])[CH:29]=[CH:28][C:10]=1[CH2:11][N:12]1[CH2:25][CH:24]([CH3:27])[N:15]2[CH2:16][C:17]3[CH:18]=[CH:19][CH:20]=[CH:21][C:22]=3[CH2:23][C@@H:14]2[CH2:13]1. The yield is 0.950. (2) The reactants are Br[C:2]1[C:7](=[O:8])[N:6]([CH2:9][C:10]2[CH:15]=[CH:14][C:13]([C:16]3[C:17]([C:22]#[N:23])=[CH:18][CH:19]=[CH:20][CH:21]=3)=[CH:12][CH:11]=2)[C:5]([CH2:24][CH2:25][CH3:26])=[N:4][C:3]=1[CH2:27][CH3:28].[CH2:29]([Sn](CCCC)(CCCC)C=C)[CH2:30]CC.[Cl-].[Li+]. The catalyst is CN(C)C=O.C(OCC)(=O)C.[F-].[K+].Cl[Pd](Cl)([P](C1C=CC=CC=1)(C1C=CC=CC=1)C1C=CC=CC=1)[P](C1C=CC=CC=1)(C1C=CC=CC=1)C1C=CC=CC=1. The product is [CH2:27]([C:3]1[N:4]=[C:5]([CH2:24][CH2:25][CH3:26])[N:6]([CH2:9][C:10]2[CH:15]=[CH:14][C:13]([C:16]3[C:17]([C:22]#[N:23])=[CH:18][CH:19]=[CH:20][CH:21]=3)=[CH:12][CH:11]=2)[C:7](=[O:8])[C:2]=1[CH:29]=[CH2:30])[CH3:28]. The yield is 0.680. (3) The reactants are [Cl:1][C:2]1[S:6][C:5]([C:7]2[CH:14]=[CH:13][C:10]([C:11]#[N:12])=[C:9](F)[CH:8]=2)=[CH:4][CH:3]=1.Br.[CH:17]1([CH2:20][S:21]C(=N)N)[CH2:19][CH2:18]1. No catalyst specified. The product is [Cl:1][C:2]1[S:6][C:5]([C:7]2[CH:14]=[CH:13][C:10]([C:11]#[N:12])=[C:9]([S:21][CH2:20][CH:17]3[CH2:19][CH2:18]3)[CH:8]=2)=[CH:4][CH:3]=1. The yield is 0.910.